Dataset: NCI-60 drug combinations with 297,098 pairs across 59 cell lines. Task: Regression. Given two drug SMILES strings and cell line genomic features, predict the synergy score measuring deviation from expected non-interaction effect. (1) Drug 1: C1CCC(C1)C(CC#N)N2C=C(C=N2)C3=C4C=CNC4=NC=N3. Drug 2: CCC1(CC2CC(C3=C(CCN(C2)C1)C4=CC=CC=C4N3)(C5=C(C=C6C(=C5)C78CCN9C7C(C=CC9)(C(C(C8N6C=O)(C(=O)OC)O)OC(=O)C)CC)OC)C(=O)OC)O.OS(=O)(=O)O. Cell line: UACC-257. Synergy scores: CSS=31.1, Synergy_ZIP=3.91, Synergy_Bliss=5.35, Synergy_Loewe=-26.2, Synergy_HSA=1.78. (2) Drug 1: C#CCC(CC1=CN=C2C(=N1)C(=NC(=N2)N)N)C3=CC=C(C=C3)C(=O)NC(CCC(=O)O)C(=O)O. Drug 2: C1=NNC2=C1C(=O)NC=N2. Cell line: EKVX. Synergy scores: CSS=15.0, Synergy_ZIP=-4.90, Synergy_Bliss=0.503, Synergy_Loewe=0.0845, Synergy_HSA=0.132. (3) Drug 1: CN(CC1=CN=C2C(=N1)C(=NC(=N2)N)N)C3=CC=C(C=C3)C(=O)NC(CCC(=O)O)C(=O)O. Drug 2: C1=CC=C(C=C1)NC(=O)CCCCCCC(=O)NO. Cell line: OVCAR3. Synergy scores: CSS=77.7, Synergy_ZIP=1.50, Synergy_Bliss=0.820, Synergy_Loewe=-2.39, Synergy_HSA=0.965. (4) Drug 1: C1=CC(=CC=C1CCC2=CNC3=C2C(=O)NC(=N3)N)C(=O)NC(CCC(=O)O)C(=O)O. Synergy scores: CSS=17.7, Synergy_ZIP=-7.09, Synergy_Bliss=-3.34, Synergy_Loewe=-5.98, Synergy_HSA=-2.61. Drug 2: C1=CC(=C2C(=C1NCCNCCO)C(=O)C3=C(C=CC(=C3C2=O)O)O)NCCNCCO. Cell line: MDA-MB-435. (5) Drug 1: CC1C(C(=O)NC(C(=O)N2CCCC2C(=O)N(CC(=O)N(C(C(=O)O1)C(C)C)C)C)C(C)C)NC(=O)C3=C4C(=C(C=C3)C)OC5=C(C(=O)C(=C(C5=N4)C(=O)NC6C(OC(=O)C(N(C(=O)CN(C(=O)C7CCCN7C(=O)C(NC6=O)C(C)C)C)C)C(C)C)C)N)C. Drug 2: C1=NC2=C(N=C(N=C2N1C3C(C(C(O3)CO)O)O)F)N. Cell line: NCI-H226. Synergy scores: CSS=10.3, Synergy_ZIP=-0.937, Synergy_Bliss=5.72, Synergy_Loewe=5.27, Synergy_HSA=4.97. (6) Drug 1: C1=CC(=CC=C1CCCC(=O)O)N(CCCl)CCCl. Drug 2: CCCCC(=O)OCC(=O)C1(CC(C2=C(C1)C(=C3C(=C2O)C(=O)C4=C(C3=O)C=CC=C4OC)O)OC5CC(C(C(O5)C)O)NC(=O)C(F)(F)F)O. Cell line: COLO 205. Synergy scores: CSS=39.6, Synergy_ZIP=0.345, Synergy_Bliss=-1.15, Synergy_Loewe=-1.20, Synergy_HSA=-1.16. (7) Drug 1: C1=C(C(=O)NC(=O)N1)N(CCCl)CCCl. Synergy scores: CSS=6.88, Synergy_ZIP=-7.08, Synergy_Bliss=-6.25, Synergy_Loewe=-6.32, Synergy_HSA=-5.35. Drug 2: CCCCC(=O)OCC(=O)C1(CC(C2=C(C1)C(=C3C(=C2O)C(=O)C4=C(C3=O)C=CC=C4OC)O)OC5CC(C(C(O5)C)O)NC(=O)C(F)(F)F)O. Cell line: T-47D. (8) Drug 1: CC=C1C(=O)NC(C(=O)OC2CC(=O)NC(C(=O)NC(CSSCCC=C2)C(=O)N1)C(C)C)C(C)C. Drug 2: C1CN(P(=O)(OC1)NCCCl)CCCl. Cell line: A498. Synergy scores: CSS=25.6, Synergy_ZIP=1.79, Synergy_Bliss=2.30, Synergy_Loewe=-23.8, Synergy_HSA=0.901.